The task is: Predict the reaction yield, written as a fraction of the theoretical maximum amount of product (1.0 means a 100% yield; for example, 0.34 means a 34% yield).. This data is from Reaction yield outcomes from USPTO patents with 853,638 reactions. (1) The reactants are Cl[CH2:2][C:3]1[CH:4]=[C:5]([O:12][CH3:13])[C:6]2[O:10][CH2:9][O:8][C:7]=2[CH:11]=1.[C-:14]#[N:15].[Na+].O. The catalyst is CS(C)=O. The product is [CH3:13][O:12][C:5]1[C:6]2[O:10][CH2:9][O:8][C:7]=2[CH:11]=[C:3]([CH2:2][C:14]#[N:15])[CH:4]=1. The yield is 0.450. (2) The reactants are [O:1]=[S:2]1(=[O:28])[C:8]2[CH:9]=[C:10]([OH:15])[C:11]([S:13][CH3:14])=[CH:12][C:7]=2[N:6]([C:16]2[CH:21]=[CH:20][CH:19]=[CH:18][CH:17]=2)[CH2:5][C:4]([CH2:24][CH2:25][CH2:26][CH3:27])([CH2:22][CH3:23])[CH2:3]1.C(=O)([O-])[O-].[Na+].[Na+].Br[CH2:36][C:37]([O:39][CH2:40][CH3:41])=[O:38]. The catalyst is [Br-].C([N+](CCCC)(CCCC)CCCC)CCC.C(=O)([O-])[O-].[Cs+].[Cs+].CC#N. The product is [O:28]=[S:2]1(=[O:1])[C:8]2[CH:9]=[C:10]([O:15][CH2:36][C:37]([O:39][CH2:40][CH3:41])=[O:38])[C:11]([S:13][CH3:14])=[CH:12][C:7]=2[N:6]([C:16]2[CH:17]=[CH:18][CH:19]=[CH:20][CH:21]=2)[CH2:5][C:4]([CH2:24][CH2:25][CH2:26][CH3:27])([CH2:22][CH3:23])[CH2:3]1. The yield is 0.990. (3) The catalyst is C(#N)C.ClCCl. The yield is 0.743. The reactants are Cl[CH:2]([C:4]1[O:5][C:6]([C:9]2[CH:14]=[CH:13][CH:12]=[C:11]([Cl:15])[CH:10]=2)=[N:7][N:8]=1)[CH3:3].[C:16]([O:23][CH3:24])(=[O:22])[CH2:17][C:18]([O:20][CH3:21])=[O:19].C1CCN2C(=NCCC2)CC1. The product is [CH3:21][O:20][C:18](=[O:19])[CH:17]([CH:2]([C:4]1[O:5][C:6]([C:9]2[CH:14]=[CH:13][CH:12]=[C:11]([Cl:15])[CH:10]=2)=[N:7][N:8]=1)[CH3:3])[C:16]([O:23][CH3:24])=[O:22]. (4) The reactants are Br[C:2]1[CH:3]=[C:4]2[CH2:10][C@:9]3([CH:15]4[CH2:16][CH2:17][N:12]([CH2:13][CH2:14]4)[CH2:11]3)[O:8][C:5]2=[N:6][CH:7]=1.[CH3:18][Si:19]([C:22]#[CH:23])([CH3:21])[CH3:20].C(N(CC)CC)C. The catalyst is C1C=CC([P]([Pd]([P](C2C=CC=CC=2)(C2C=CC=CC=2)C2C=CC=CC=2)([P](C2C=CC=CC=2)(C2C=CC=CC=2)C2C=CC=CC=2)[P](C2C=CC=CC=2)(C2C=CC=CC=2)C2C=CC=CC=2)(C2C=CC=CC=2)C2C=CC=CC=2)=CC=1.C(#N)C. The product is [CH3:18][Si:19]([CH3:21])([CH3:20])[C:22]#[C:23][C:2]1[CH:3]=[C:4]2[CH2:10][C@:9]3([CH:15]4[CH2:16][CH2:17][N:12]([CH2:13][CH2:14]4)[CH2:11]3)[O:8][C:5]2=[N:6][CH:7]=1. The yield is 0.900. (5) The reactants are [Br:1][C:2]1[C:7]([OH:8])=[C:6]([O:9][CH3:10])[C:5]([O:11][CH:12]([F:14])[F:13])=[CH:4][CH:3]=1.C(=O)([O-])[O-].[K+].[K+].Br[CH2:22][C:23]1[CH:31]=[CH:30][C:26]([C:27]([NH2:29])=[O:28])=[CH:25][CH:24]=1. The catalyst is C(#N)C. The product is [Br:1][C:2]1[C:7]([O:8][CH2:22][C:23]2[CH:31]=[CH:30][C:26]([C:27]([NH2:29])=[O:28])=[CH:25][CH:24]=2)=[C:6]([O:9][CH3:10])[C:5]([O:11][CH:12]([F:13])[F:14])=[CH:4][CH:3]=1. The yield is 0.670. (6) The reactants are [CH3:1][O:2][C:3]([C@H:5]1[CH2:9][C@H:8]([OH:10])[CH2:7][N:6]1[C:11]([O:13][C:14]([CH3:17])([CH3:16])[CH3:15])=[O:12])=[O:4].[CH3:18][O:19][C:20]1[CH:21]=[C:22](O)[CH:23]=[CH:24][CH:25]=1.C1(P(C2C=CC=CC=2)C2C=CC=CC=2)C=CC=CC=1.C(OC(N=NC(OC(C)C)=O)=O)(C)C. The catalyst is C1COCC1.C(OCC)(=O)C. The product is [CH3:1][O:2][C:3]([C@H:5]1[CH2:9][C@@H:8]([O:10][C:24]2[CH:23]=[CH:22][CH:21]=[C:20]([O:19][CH3:18])[CH:25]=2)[CH2:7][N:6]1[C:11]([O:13][C:14]([CH3:17])([CH3:16])[CH3:15])=[O:12])=[O:4]. The yield is 0.340.